This data is from Catalyst prediction with 721,799 reactions and 888 catalyst types from USPTO. The task is: Predict which catalyst facilitates the given reaction. (1) The catalyst class is: 2. Reactant: [NH2:1][C:2]1[CH:7]=[CH:6][C:5]([CH2:8][O:9][Si:10]([CH:17]([CH3:19])[CH3:18])([CH:14]([CH3:16])[CH3:15])[CH:11]([CH3:13])[CH3:12])=[CH:4][C:3]=1[NH:20][C@@H:21]1[CH2:26][CH2:25][C@H:24]([C:27]([O:29][CH3:30])=[O:28])[CH2:23][CH2:22]1.CCO.[N:34]#[C:35]Br. Product: [NH2:34][C:35]1[N:20]([C@@H:21]2[CH2:22][CH2:23][C@H:24]([C:27]([O:29][CH3:30])=[O:28])[CH2:25][CH2:26]2)[C:3]2[CH:4]=[C:5]([CH2:8][O:9][Si:10]([CH:17]([CH3:19])[CH3:18])([CH:11]([CH3:12])[CH3:13])[CH:14]([CH3:16])[CH3:15])[CH:6]=[CH:7][C:2]=2[N:1]=1. (2) Product: [F:27][C:28]([F:47])([F:46])[S:29]([O:1][C:2]1[CH2:3][C@@H:4]2[CH2:8][N:7]([C:9]([O:11][C:12]([CH3:13])([CH3:15])[CH3:14])=[O:10])[CH2:6][C@@H:5]2[CH:16]=1)(=[O:31])=[O:30]. Reactant: [O:1]=[C:2]1[CH2:16][C@@H:5]2[CH2:6][N:7]([C:9]([O:11][C:12]([CH3:15])([CH3:14])[CH3:13])=[O:10])[CH2:8][C@@H:4]2[CH2:3]1.C[Si]([N-][Si](C)(C)C)(C)C.[Li+].[F:27][C:28]([F:47])([F:46])[S:29](N(C1C=CC=CC=1)[S:29]([C:28]([F:47])([F:46])[F:27])(=[O:31])=[O:30])(=[O:31])=[O:30]. The catalyst class is: 1. (3) Reactant: [CH3:1][C:2]1([CH3:17])[CH2:11][CH2:10][C:9](=[O:12])[C:8]2[CH:7]=[C:6]([C:13]([O:15]C)=[O:14])[CH:5]=[CH:4][C:3]1=2.[OH-].[Na+].Cl. Product: [CH3:1][C:2]1([CH3:17])[CH2:11][CH2:10][C:9](=[O:12])[C:8]2[CH:7]=[C:6]([C:13]([OH:15])=[O:14])[CH:5]=[CH:4][C:3]1=2. The catalyst class is: 8. (4) Reactant: [F:1][C:2]1[CH:3]=[C:4]([CH:9](C)[C:10](O)=O)C=[CH:6][C:7]=1[F:8].[C:14](Cl)(=[O:18])[C:15](Cl)=O.[Al+3].[Cl-].[Cl-].[Cl-]. Product: [F:1][C:2]1[CH:3]=[C:4]2[C:15](=[CH:6][C:7]=1[F:8])[C:14](=[O:18])[CH2:10][CH2:9]2. The catalyst class is: 85. (5) Reactant: [CH2:1]([O:3][C:4]([C:6]1[C:7]2[CH:18]=[C:17]([CH2:19][C:20]3[CH:25]=[CH:24][CH:23]=[CH:22][CH:21]=3)[CH:16]=[C:15]([OH:26])[C:8]=2[S:9][C:10]=1[NH:11]C(=O)C)=[O:5])[CH3:2].OS(O)(=O)=O. Product: [CH2:1]([O:3][C:4]([C:6]1[C:7]2[CH:18]=[C:17]([CH2:19][C:20]3[CH:25]=[CH:24][CH:23]=[CH:22][CH:21]=3)[CH:16]=[C:15]([OH:26])[C:8]=2[S:9][C:10]=1[NH2:11])=[O:5])[CH3:2]. The catalyst class is: 5. (6) Reactant: CCN(CC)CC.[C:8]([O:12][C:13]([N:15]1[CH2:20][CH2:19][CH:18]([CH2:21][NH2:22])[CH2:17][CH2:16]1)=[O:14])([CH3:11])([CH3:10])[CH3:9].[C:23](Cl)(=[O:25])[CH3:24].O. Product: [C:8]([O:12][C:13]([N:15]1[CH2:20][CH2:19][CH:18]([CH2:21][NH:22][C:23](=[O:25])[CH3:24])[CH2:17][CH2:16]1)=[O:14])([CH3:11])([CH3:10])[CH3:9]. The catalyst class is: 1. (7) Reactant: [OH-].[Na+].Cl.[NH2:4][CH2:5][C:6]([O:8][CH2:9][CH3:10])=[O:7].[C:11]([O:15][CH2:16][CH3:17])(=[O:14])[CH:12]=[CH2:13]. Product: [CH2:16]([O:15][C:11](=[O:14])[CH2:12][CH2:13][NH:4][CH2:5][C:6]([O:8][CH2:9][CH3:10])=[O:7])[CH3:17]. The catalyst class is: 6. (8) The catalyst class is: 212. Reactant: [C:1]([C:4]1[O:8][C:7]2[CH:9]=[CH:10][C:11]([Br:13])=[CH:12][C:6]=2[CH:5]=1)(=O)[CH3:2].[C:14]1([NH:20]N)[CH:19]=[CH:18][CH:17]=[CH:16][CH:15]=1.[OH-].[Na+]. Product: [Br:13][C:11]1[CH:10]=[CH:9][C:7]2[O:8][C:4]([C:1]3[NH:20][C:14]4[C:19]([CH:2]=3)=[CH:18][CH:17]=[CH:16][CH:15]=4)=[CH:5][C:6]=2[CH:12]=1. (9) The catalyst class is: 1. Product: [CH2:7]([C:11]1[CH:12]=[CH:13][C:14]([CH2:15][OH:16])=[CH:18][CH:19]=1)[CH:8]([CH3:10])[CH3:9]. Reactant: [H-].[Al+3].[Li+].[H-].[H-].[H-].[CH2:7]([C:11]1[CH:19]=[CH:18][C:14]([C:15](O)=[O:16])=[CH:13][CH:12]=1)[CH:8]([CH3:10])[CH3:9]. (10) Reactant: [H-].[Na+].[OH:3][C@H:4]1[C@H:9]([CH:10]([CH3:12])[CH3:11])[CH2:8][CH2:7][N:6]([C:13]([O:15][C:16]([CH3:19])([CH3:18])[CH3:17])=[O:14])[CH2:5]1.I[CH2:21][CH3:22].O. Product: [CH2:21]([O:3][C@H:4]1[C@H:9]([CH:10]([CH3:11])[CH3:12])[CH2:8][CH2:7][N:6]([C:13]([O:15][C:16]([CH3:17])([CH3:19])[CH3:18])=[O:14])[CH2:5]1)[CH3:22]. The catalyst class is: 3.